Dataset: Forward reaction prediction with 1.9M reactions from USPTO patents (1976-2016). Task: Predict the product of the given reaction. (1) Given the reactants Br[C:2]1[CH:3]=[N:4][C:5]([N:8]2[CH2:13][CH2:12][N:11]([C:14]3[C:23]4[C:18](=[CH:19][C:20]([O:26][CH3:27])=[C:21]([O:24][CH3:25])[CH:22]=4)[N:17]=[CH:16][N:15]=3)[CH2:10][CH2:9]2)=[N:6][CH:7]=1.[NH2:28][C:29]1[CH:34]=[CH:33][CH:32]=[CH:31][CH:30]=1.C(=O)([O-])[O-].[K+].[K+].N#N, predict the reaction product. The product is: [CH3:25][O:24][C:21]1[CH:22]=[C:23]2[C:18](=[CH:19][C:20]=1[O:26][CH3:27])[N:17]=[CH:16][N:15]=[C:14]2[N:11]1[CH2:12][CH2:13][N:8]([C:5]2[N:4]=[CH:3][C:2]([NH:28][C:29]3[CH:34]=[CH:33][CH:32]=[CH:31][CH:30]=3)=[CH:7][N:6]=2)[CH2:9][CH2:10]1. (2) Given the reactants [CH:1]1([CH2:7][O:8][C:9]2[C:10]3[N:11]([C:15]([C:19]([NH:21][C@H:22]([C:38]4[CH:43]=[CH:42][CH:41]=[CH:40][CH:39]=4)[CH2:23][N:24]([CH3:37])S(C4C=CC=CC=4[N+]([O-])=O)(=O)=O)=[O:20])=[C:16]([CH3:18])[N:17]=3)[CH:12]=[CH:13][CH:14]=2)[CH2:6][CH2:5][CH2:4][CH2:3][CH2:2]1.C(=O)([O-])[O-].[K+].[K+].CC1C=CC(S)=CC=1.O, predict the reaction product. The product is: [CH:1]1([CH2:7][O:8][C:9]2[C:10]3[N:11]([C:15]([C:19]([NH:21][C@H:22]([C:38]4[CH:39]=[CH:40][CH:41]=[CH:42][CH:43]=4)[CH2:23][NH:24][CH3:37])=[O:20])=[C:16]([CH3:18])[N:17]=3)[CH:12]=[CH:13][CH:14]=2)[CH2:6][CH2:5][CH2:4][CH2:3][CH2:2]1. (3) The product is: [Br:1][C:2]1[CH:3]=[C:4]([C:7]([NH:9][CH:11]([OH:10])[C:12]([Cl:15])([Cl:14])[Cl:13])=[O:8])[O:5][CH:6]=1. Given the reactants [Br:1][C:2]1[CH:3]=[C:4]([C:7]([NH2:9])=[O:8])[O:5][CH:6]=1.[O:10]=[CH:11][C:12]([Cl:15])([Cl:14])[Cl:13], predict the reaction product.